Dataset: Peptide-MHC class I binding affinity with 185,985 pairs from IEDB/IMGT. Task: Regression. Given a peptide amino acid sequence and an MHC pseudo amino acid sequence, predict their binding affinity value. This is MHC class I binding data. (1) The peptide sequence is AIYDTMQYV. The MHC is HLA-B15:42 with pseudo-sequence HLA-B15:42. The binding affinity (normalized) is 0.213. (2) The peptide sequence is LLQGVPFHV. The MHC is HLA-B58:01 with pseudo-sequence HLA-B58:01. The binding affinity (normalized) is 0.0847. (3) The peptide sequence is ILQEMSETY. The MHC is HLA-A02:01 with pseudo-sequence HLA-A02:01. The binding affinity (normalized) is 0.0847. (4) The peptide sequence is NAVILQNAW. The MHC is HLA-B53:01 with pseudo-sequence HLA-B53:01. The binding affinity (normalized) is 0.594. (5) The peptide sequence is MYADDTAGW. The MHC is HLA-A24:02 with pseudo-sequence HLA-A24:02. The binding affinity (normalized) is 0.671. (6) The peptide sequence is VLAGWLFHV. The MHC is HLA-B15:42 with pseudo-sequence HLA-B15:42. The binding affinity (normalized) is 0.213. (7) The peptide sequence is KMFLYKIL. The MHC is H-2-Kb with pseudo-sequence H-2-Kb. The binding affinity (normalized) is 0.502. (8) The binding affinity (normalized) is 0. The MHC is Mamu-B17 with pseudo-sequence Mamu-B17. The peptide sequence is RRLQQEQEQL.